Dataset: Peptide-MHC class I binding affinity with 185,985 pairs from IEDB/IMGT. Task: Regression. Given a peptide amino acid sequence and an MHC pseudo amino acid sequence, predict their binding affinity value. This is MHC class I binding data. The peptide sequence is GYLNACGHF. The MHC is HLA-B07:02 with pseudo-sequence HLA-B07:02. The binding affinity (normalized) is 0.0847.